From a dataset of Forward reaction prediction with 1.9M reactions from USPTO patents (1976-2016). Predict the product of the given reaction. (1) The product is: [CH2:1]([S:3]([C:6]1[CH:7]=[C:8]([C:12]2[CH:20]=[C:19]([NH:21][C:53]([CH:55]3[CH2:57][CH2:56]3)=[O:54])[C:18]([O:22][CH3:23])=[C:17]3[C:13]=2[C:14]2[CH:27]=[C:26]([CH3:28])[CH:25]=[N:24][C:15]=2[NH:16]3)[CH:9]=[CH:10][CH:11]=1)(=[O:5])=[O:4])[CH3:2]. Given the reactants [CH2:1]([S:3]([C:6]1[CH:7]=[C:8]([C:12]2[CH:20]=[C:19]([NH2:21])[C:18]([O:22][CH3:23])=[C:17]3[C:13]=2[C:14]2[CH:27]=[C:26]([CH3:28])[CH:25]=[N:24][C:15]=2[NH:16]3)[CH:9]=[CH:10][CH:11]=1)(=[O:5])=[O:4])[CH3:2].NC1C(OC)=C2C(C3C=C(C)C=NC=3N2)=C(C2C=C(N[C:53]([CH:55]3[CH2:57][CH2:56]3)=[O:54])C=CC=2)C=1, predict the reaction product. (2) Given the reactants Cl[CH2:2][CH2:3][CH2:4][N:5]1[CH2:11][CH2:10][C:9](=[O:12])[C:8]2[N:13]([CH3:16])[CH:14]=[CH:15][C:7]=2[S:6]1(=[O:18])=[O:17].Cl.[F:20][C:21]1[CH:34]=[CH:33][C:24]([C:25]([CH:27]2[CH2:32][CH2:31][NH:30][CH2:29][CH2:28]2)=[O:26])=[CH:23][CH:22]=1.C(=O)([O-])O.[Na+].[I-].[Na+], predict the reaction product. The product is: [F:20][C:21]1[CH:22]=[CH:23][C:24]([C:25]([CH:27]2[CH2:32][CH2:31][N:30]([CH2:2][CH2:3][CH2:4][N:5]3[CH2:11][CH2:10][C:9](=[O:12])[C:8]4[N:13]([CH3:16])[CH:14]=[CH:15][C:7]=4[S:6]3(=[O:18])=[O:17])[CH2:29][CH2:28]2)=[O:26])=[CH:33][CH:34]=1. (3) The product is: [ClH:31].[OH:4][CH:2]([CH2:1][O:5][C:6]1[C:15]2[C:10](=[CH:11][CH:12]=[CH:13][CH:14]=2)[CH:9]=[CH:8][CH:7]=1)[CH2:3][NH:27][C:17]([CH3:26])([CH3:16])[CH2:18][C:19]1[CH:24]=[CH:23][C:22]([F:25])=[CH:21][CH:20]=1. Given the reactants [CH2:1]([O:5][C:6]1[C:15]2[C:10](=[CH:11][CH:12]=[CH:13][CH:14]=2)[CH:9]=[CH:8][CH:7]=1)[CH:2]1[O:4][CH2:3]1.[CH3:16][C:17]([NH2:27])([CH3:26])[CH2:18][C:19]1[CH:24]=[CH:23][C:22]([F:25])=[CH:21][CH:20]=1.CO.C(Cl)(Cl)[Cl:31], predict the reaction product. (4) Given the reactants [C:1](Cl)(=O)[C:2]([Cl:4])=[O:3].[CH:7]1[CH:8]=[C:9]([CH2:12][NH:13][C:14]2C(C(O)=O)=[CH:18][C:17]([S:23]([NH2:26])(=[O:25])=[O:24])=[C:16]([Cl:27])[CH:15]=2)[O:10][CH:11]=1, predict the reaction product. The product is: [NH2:26][S:23]([C:17]1[C:16]([Cl:27])=[CH:15][C:14]([NH:13][CH2:12][C:9]2[O:10][CH:11]=[CH:7][CH:8]=2)=[C:1]([CH:18]=1)[C:2]([Cl:4])=[O:3])(=[O:24])=[O:25]. (5) Given the reactants [C:1]([C:3]1[CH:4]=[CH:5][C:6]([O:19][CH3:20])=[C:7]([CH:18]=1)[C:8]([NH:10][C:11]1[CH:16]=[CH:15][C:14]([Cl:17])=[CH:13][CH:12]=1)=[O:9])#[N:2].OO.C(=O)([O-])[O-:24].[K+].[K+].O, predict the reaction product. The product is: [Cl:17][C:14]1[CH:15]=[CH:16][C:11]([NH:10][C:8](=[O:9])[C:7]2[CH:18]=[C:3]([CH:4]=[CH:5][C:6]=2[O:19][CH3:20])[C:1]([NH2:2])=[O:24])=[CH:12][CH:13]=1.